The task is: Predict the reactants needed to synthesize the given product.. This data is from Full USPTO retrosynthesis dataset with 1.9M reactions from patents (1976-2016). (1) Given the product [Cl:34][C:14]1[C:9]([NH:8][NH:7][C:5](=[O:6])[CH2:4][CH:1]2[CH2:3][CH2:2]2)=[N:10][CH:11]=[N:12][C:13]=1[N:15]1[CH2:16][CH2:17][CH:18]([C:21]2[CH:26]=[CH:25][CH:24]=[CH:23][CH:22]=2)[CH2:19][CH2:20]1, predict the reactants needed to synthesize it. The reactants are: [CH:1]1([CH2:4][C:5]([NH:7][NH:8][C:9]2[CH:14]=[C:13]([N:15]3[CH2:20][CH2:19][CH:18]([C:21]4[CH:26]=[CH:25][CH:24]=[CH:23][CH:22]=4)[CH2:17][CH2:16]3)[N:12]=[CH:11][N:10]=2)=[O:6])[CH2:3][CH2:2]1.C1C(=O)N([Cl:34])C(=O)C1. (2) Given the product [C:1]([N:4]1[C:13]2[C:8](=[CH:9][C:10]([NH:14][C:31]([NH:30][C:24]3[CH:29]=[CH:28][CH:27]=[CH:26][CH:25]=3)=[O:32])=[CH:11][CH:12]=2)[C:7]([C:16]2[CH:21]=[CH:20][CH:19]=[CH:18][CH:17]=2)([CH3:15])[CH2:6][C:5]1([CH3:23])[CH3:22])(=[O:3])[CH3:2], predict the reactants needed to synthesize it. The reactants are: [C:1]([N:4]1[C:13]2[C:8](=[CH:9][C:10]([NH2:14])=[CH:11][CH:12]=2)[C:7]([C:16]2[CH:21]=[CH:20][CH:19]=[CH:18][CH:17]=2)([CH3:15])[CH2:6][C:5]1([CH3:23])[CH3:22])(=[O:3])[CH3:2].[C:24]1([N:30]=[C:31]=[O:32])[CH:29]=[CH:28][CH:27]=[CH:26][CH:25]=1.C(N(CC)C(C)C)(C)C. (3) Given the product [F:1][C:2]1[CH:7]=[C:6]([N:8]2[CH:12]=[N:11][C:10]([CH3:13])=[N:9]2)[C:5]([O:14][CH3:15])=[CH:4][C:3]=1[NH2:16], predict the reactants needed to synthesize it. The reactants are: [F:1][C:2]1[C:3]([N+:16]([O-])=O)=[CH:4][C:5]([O:14][CH3:15])=[C:6]([N:8]2[CH:12]=[N:11][C:10]([CH3:13])=[N:9]2)[CH:7]=1. (4) Given the product [CH3:18][C:10]1[C:9]([O:8][C:6]2[CH:5]=[CH:4][N:3]=[C:2]([NH:24][C:22]([CH:19]3[CH2:21][CH2:20]3)=[O:23])[CH:7]=2)=[CH:14][CH:13]=[C:12]([N+:15]([O-:17])=[O:16])[N:11]=1, predict the reactants needed to synthesize it. The reactants are: Cl[C:2]1[CH:7]=[C:6]([O:8][C:9]2[C:10]([CH3:18])=[N:11][C:12]([N+:15]([O-:17])=[O:16])=[CH:13][CH:14]=2)[CH:5]=[CH:4][N:3]=1.[CH:19]1([C:22]([NH2:24])=[O:23])[CH2:21][CH2:20]1.C([O-])([O-])=O.[Cs+].[Cs+]. (5) Given the product [CH3:9][NH:8][C:6]1[CH:5]=[CH:4][N:3]=[C:2]([N:34]2[CH2:35][CH2:36][CH:31]([C:29]([NH:28][CH2:27][C:22]3[CH:23]=[CH:24][CH:25]=[CH:26][C:21]=3[C:20]([F:19])([F:37])[F:38])=[O:30])[CH2:32][CH2:33]2)[N:7]=1, predict the reactants needed to synthesize it. The reactants are: Cl[C:2]1[N:7]=[C:6]([NH:8][CH3:9])[CH:5]=[CH:4][N:3]=1.C(N(C(C)C)CC)(C)C.[F:19][C:20]([F:38])([F:37])[C:21]1[CH:26]=[CH:25][CH:24]=[CH:23][C:22]=1[CH2:27][NH:28][C:29]([CH:31]1[CH2:36][CH2:35][NH:34][CH2:33][CH2:32]1)=[O:30]. (6) Given the product [CH:25]1([CH2:24][N:15]([C:16]2[CH:21]=[CH:20][C:19]([F:22])=[CH:18][C:17]=2[F:23])[C:13](=[O:14])[NH:12][C:10]2[S:11][C:7]([S:6][CH2:5][C:4]([OH:30])=[O:3])=[CH:8][N:9]=2)[CH2:29][CH2:28][CH2:27][CH2:26]1, predict the reactants needed to synthesize it. The reactants are: C([O:3][C:4](=[O:30])[CH2:5][S:6][C:7]1[S:11][C:10]([NH:12][C:13]([N:15]([CH2:24][CH:25]2[CH2:29][CH2:28][CH2:27][CH2:26]2)[C:16]2[CH:21]=[CH:20][C:19]([F:22])=[CH:18][C:17]=2[F:23])=[O:14])=[N:9][CH:8]=1)C.C1(CN(C2C=CC(S(C)(=O)=O)=CC=2)C(=O)NC2SC=C(CC(O)=O)N=2)CCCC1.C1(CNC2C=CC(F)=CC=2F)CCCC1.C(OC(=O)CSC1SC(N)=NC=1)C.